This data is from Catalyst prediction with 721,799 reactions and 888 catalyst types from USPTO. The task is: Predict which catalyst facilitates the given reaction. (1) Reactant: [OH:1][C:2]1[C:3]2[N:4]([C:9]([C:13]([NH:15][CH2:16][C:17]([NH:22]C(=O)OC(C)(C)C)([CH3:21])[CH2:18][CH2:19][CH3:20])=[O:14])=[C:10]([CH3:12])[N:11]=2)[CH:5]=[C:6]([CH3:8])[CH:7]=1.[Br:30][C:31]1[CH:38]=[CH:37][CH:36]=[CH:35][C:32]=1[CH2:33]Br.C(=O)([O-])[O-].[Cs+].[Cs+].[I-].[K+].Cl. Product: [NH2:22][C:17]([CH3:21])([CH2:18][CH2:19][CH3:20])[CH2:16][NH:15][C:13]([C:9]1[N:4]2[CH:5]=[C:6]([CH3:8])[CH:7]=[C:2]([O:1][CH2:33][C:32]3[CH:35]=[CH:36][CH:37]=[CH:38][C:31]=3[Br:30])[C:3]2=[N:11][C:10]=1[CH3:12])=[O:14]. The catalyst class is: 369. (2) Reactant: [Cl:1][C:2]1[CH:7]=[CH:6][C:5]([C:8]2[S:9][C:10]3[CH:16]=[C:15]([O:17]C)[CH:14]=[CH:13][C:11]=3[N:12]=2)=[C:4]([O:19]C)[CH:3]=1.COC1C=CC(N)=CC=1.ClC1C=CC(C(O)=O)=C(O)C=1.B(Br)(Br)Br. Product: [Cl:1][C:2]1[CH:7]=[CH:6][C:5]([C:8]2[S:9][C:10]3[CH:16]=[C:15]([OH:17])[CH:14]=[CH:13][C:11]=3[N:12]=2)=[C:4]([OH:19])[CH:3]=1. The catalyst class is: 4. (3) Reactant: [C:1]([O-])([O-])(OCC)[CH3:2].[Cl:8][C:9]1[CH:10]=[C:11]([NH2:17])[C:12]([NH2:16])=[CH:13][C:14]=1[F:15]. Product: [Cl:8][C:9]1[C:14]([F:15])=[CH:13][C:12]2[NH:16][C:1]([CH3:2])=[N:17][C:11]=2[CH:10]=1. The catalyst class is: 8.